From a dataset of Reaction yield outcomes from USPTO patents with 853,638 reactions. Predict the reaction yield, written as a fraction of the theoretical maximum amount of product (1.0 means a 100% yield; for example, 0.34 means a 34% yield). (1) The reactants are Br[C:2]1[C:7]2[S:8][C:9]([C:11]3[C:16]([Cl:17])=[CH:15][CH:14]=[CH:13][C:12]=3[Cl:18])=[N:10][C:6]=2[CH:5]=[CH:4][N:3]=1.[OH:19][CH2:20][C:21]([NH2:23])=[O:22].CC1(C)C2C(=C(P(C3C=CC=CC=3)C3C=CC=CC=3)C=CC=2)OC2C(P(C3C=CC=CC=3)C3C=CC=CC=3)=CC=CC1=2.C([O-])([O-])=O.[Cs+].[Cs+]. The catalyst is O1CCOCC1.C1C=CC(/C=C/C(/C=C/C2C=CC=CC=2)=O)=CC=1.C1C=CC(/C=C/C(/C=C/C2C=CC=CC=2)=O)=CC=1.C1C=CC(/C=C/C(/C=C/C2C=CC=CC=2)=O)=CC=1.[Pd].[Pd]. The product is [Cl:18][C:12]1[CH:13]=[CH:14][CH:15]=[C:16]([Cl:17])[C:11]=1[C:9]1[S:8][C:7]2[C:2]([NH:23][C:21](=[O:22])[CH2:20][OH:19])=[N:3][CH:4]=[CH:5][C:6]=2[N:10]=1. The yield is 0.270. (2) The reactants are [F:1][C:2]1[CH:3]=[CH:4][C:5]([B-](O)(O)O)=[N:6][CH:7]=1.[Li+].C(=O)([O-])[O-].[K+].[K+].Br[C:20]1[C:21]([NH:31][CH:32]2[CH2:37][CH2:36][CH:35]([OH:38])[CH2:34][CH2:33]2)=[N:22][C:23]([NH:26][CH2:27][CH2:28][CH2:29][CH3:30])=[N:24][CH:25]=1. The catalyst is CN(C=O)C.O.[Cu](Br)Br.C1C=CC(P(C2C=CC=CC=2)[C-]2C=CC=C2)=CC=1.C1C=CC(P(C2C=CC=CC=2)[C-]2C=CC=C2)=CC=1.Cl[Pd]Cl.[Fe+2]. The product is [CH2:27]([NH:26][C:23]1[N:22]=[C:21]([NH:31][C@H:32]2[CH2:33][CH2:34][C@H:35]([OH:38])[CH2:36][CH2:37]2)[C:20]([C:5]2[CH:4]=[CH:3][C:2]([F:1])=[CH:7][N:6]=2)=[CH:25][N:24]=1)[CH2:28][CH2:29][CH3:30]. The yield is 0.650. (3) The reactants are [NH2:1][C:2]1[C:10]([CH3:11])=[CH:9][CH:8]=[CH:7][C:3]=1[C:4]([NH2:6])=[O:5].Cl.[CH3:13][N:14]([CH3:22])[CH2:15][CH2:16][CH2:17][CH2:18][C:19](O)=O. No catalyst specified. The product is [CH3:11][C:10]1[CH:9]=[CH:8][CH:7]=[C:3]2[C:2]=1[N:1]=[C:19]([CH2:18][CH2:17][CH2:16][CH2:15][N:14]([CH3:22])[CH3:13])[NH:6][C:4]2=[O:5]. The yield is 0.770. (4) The reactants are Br[C:2]1[CH:3]=[N:4][C:5]([C:8]([NH:10][C@H:11]2[CH2:15][CH2:14][N:13]([C:16]3[C:17]4[N:18]([CH:22]=[CH:23][CH:24]=4)[CH:19]=[CH:20][N:21]=3)[CH2:12]2)=[O:9])=[N:6][CH:7]=1.[C:25]1(B2OC(C)(C)C(C)(C)O2)[CH2:29][CH2:28][CH2:27][CH:26]=1.C([O-])([O-])=O.[K+].[K+]. The catalyst is CN(C=O)C.O.C1C=CC(P(C2C=CC=CC=2)[C-]2C=CC=C2)=CC=1.C1C=CC(P(C2C=CC=CC=2)[C-]2C=CC=C2)=CC=1.Cl[Pd]Cl.[Fe+2]. The product is [C:25]1([C:2]2[CH:3]=[N:4][C:5]([C:8]([NH:10][C@H:11]3[CH2:15][CH2:14][N:13]([C:16]4[C:17]5[N:18]([CH:22]=[CH:23][CH:24]=5)[CH:19]=[CH:20][N:21]=4)[CH2:12]3)=[O:9])=[N:6][CH:7]=2)[CH2:29][CH2:28][CH2:27][CH:26]=1. The yield is 0.690. (5) The reactants are [Br:1][CH2:2][C:3]1[CH:8]=[CH:7][CH:6]=[C:5]([Cl:9])[CH:4]=1.[C:10]1([P:16]([C:23]2[CH:28]=[CH:27][CH:26]=[CH:25][CH:24]=2)[C:17]2[CH:22]=[CH:21][CH:20]=[CH:19][CH:18]=2)[CH:15]=[CH:14][CH:13]=[CH:12][CH:11]=1. The catalyst is C1(C)C=CC=CC=1. The product is [Br-:1].[Cl:9][C:5]1[CH:4]=[C:3]([CH:8]=[CH:7][CH:6]=1)[CH2:2][P+:16]([C:17]1[CH:18]=[CH:19][CH:20]=[CH:21][CH:22]=1)([C:23]1[CH:28]=[CH:27][CH:26]=[CH:25][CH:24]=1)[C:10]1[CH:11]=[CH:12][CH:13]=[CH:14][CH:15]=1. The yield is 0.980. (6) The reactants are [C:1]([O:5][C:6]([N:8]1[CH2:13][CH2:12][C:11](=O)[CH2:10][CH2:9]1)=[O:7])([CH3:4])([CH3:3])[CH3:2].[NH:15]1[CH2:19][CH2:18][CH2:17][C@H:16]1[CH2:20][OH:21].C(O)(=O)C.C(=O)([O-])[O-].[Na+].[Na+]. The catalyst is CCO.ClCCCl. The product is [C:1]([O:5][C:6]([N:8]1[CH2:13][CH2:12][CH:11]([N:15]2[CH2:19][CH2:18][CH2:17][C@H:16]2[CH2:20][OH:21])[CH2:10][CH2:9]1)=[O:7])([CH3:4])([CH3:3])[CH3:2]. The yield is 0.730.